From a dataset of Forward reaction prediction with 1.9M reactions from USPTO patents (1976-2016). Predict the product of the given reaction. (1) Given the reactants [F:1][C:2]1[C:3]([CH2:26][N:27](C)[C:28](=O)OC(C)(C)C)=[CH:4][N:5]([S:17]([C:20]2[CH:25]=[CH:24][CH:23]=[CH:22][CH:21]=2)(=[O:19])=[O:18])[C:6]=1[C:7]1[C:8]([C:13]([F:16])([F:15])[F:14])=[N:9][CH:10]=[CH:11][CH:12]=1.C(OCC)(=O)C.[ClH:42], predict the reaction product. The product is: [ClH:42].[F:1][C:2]1[C:3]([CH2:26][NH:27][CH3:28])=[CH:4][N:5]([S:17]([C:20]2[CH:21]=[CH:22][CH:23]=[CH:24][CH:25]=2)(=[O:18])=[O:19])[C:6]=1[C:7]1[C:8]([C:13]([F:15])([F:14])[F:16])=[N:9][CH:10]=[CH:11][CH:12]=1. (2) Given the reactants [F:1][C:2]1[C:7]([CH3:8])=[CH:6][C:5]([NH:9][CH:10]2[CH2:15][CH2:14][N:13]([C@H:16]3[CH2:21][CH2:20][C@H:19]([O:22][CH3:23])[CH2:18][CH2:17]3)[CH2:12][CH2:11]2)=[C:4]([N+:24]([O-])=O)[CH:3]=1.O.NN, predict the reaction product. The product is: [NH2:24][C:4]1[CH:3]=[C:2]([F:1])[C:7]([CH3:8])=[CH:6][C:5]=1[NH:9][CH:10]1[CH2:11][CH2:12][N:13]([C@H:16]2[CH2:21][CH2:20][C@H:19]([O:22][CH3:23])[CH2:18][CH2:17]2)[CH2:14][CH2:15]1.